This data is from Full USPTO retrosynthesis dataset with 1.9M reactions from patents (1976-2016). The task is: Predict the reactants needed to synthesize the given product. (1) Given the product [CH2:1]([O:3][C:4]1[CH:12]=[C:11]2[C:7]([C:8]([CH2:20][CH2:19][C:18]([OH:23])=[O:17])=[CH:9][NH:10]2)=[CH:6][CH:5]=1)[CH3:2], predict the reactants needed to synthesize it. The reactants are: [CH2:1]([O:3][C:4]1[CH:12]=[C:11]2[C:7]([CH:8]=[CH:9][NH:10]2)=[CH:6][CH:5]=1)[CH3:2].C=O.CC1(C)O[C:20](=O)[CH2:19][C:18](=[O:23])[O:17]1.C(N(CC)CC)C. (2) Given the product [NH:9]1[C:10]2[C:6](=[CH:5][CH:4]=[C:3]([CH:1]=[O:13])[CH:11]=2)[CH:7]=[CH:8]1, predict the reactants needed to synthesize it. The reactants are: [C:1]([C:3]1[CH:11]=[C:10]2[C:6]([CH:7]=[CH:8][NH:9]2)=[CH:5][CH:4]=1)#N.[PH2]([O-])=[O:13].[Na+].N1C=CC=CC=1. (3) Given the product [CH3:24][O:23][C:21]([C:17]1[CH:16]=[C:15]2[C:20](=[CH:19][CH:18]=1)[NH:12][CH:13]=[C:14]2[CH2:8][N:7]([CH2:1][CH3:2])[CH2:5][CH3:6])=[O:22], predict the reactants needed to synthesize it. The reactants are: [C:1](O)(=O)[CH3:2].[CH2:5]([NH:7][CH2:8]C)[CH3:6].C=O.[NH:12]1[C:20]2[C:15](=[CH:16][C:17]([C:21]([O:23][CH3:24])=[O:22])=[CH:18][CH:19]=2)[CH:14]=[CH:13]1. (4) Given the product [O:3]=[C:4]1[C:8]([C:9]2[CH:14]=[CH:13][C:12]([C:15]([F:18])([F:16])[F:17])=[CH:11][CH:10]=2)=[N:7][C:6]2([CH2:23][CH2:22][CH2:21][CH2:20][CH2:19]2)[N:5]1[CH2:24][C:25]([OH:27])=[O:26], predict the reactants needed to synthesize it. The reactants are: [OH-].[Na+].[O:3]=[C:4]1[C:8]([C:9]2[CH:14]=[CH:13][C:12]([C:15]([F:18])([F:17])[F:16])=[CH:11][CH:10]=2)=[N:7][C:6]2([CH2:23][CH2:22][CH2:21][CH2:20][CH2:19]2)[N:5]1[CH2:24][C:25]([O:27]CC)=[O:26].O.